Task: Predict the product of the given reaction.. Dataset: Forward reaction prediction with 1.9M reactions from USPTO patents (1976-2016) Given the reactants [H-].[Na+].[CH3:3][CH2:4][CH:5]([OH:8])[CH2:6][CH3:7].[CH2:9](Br)[CH:10]=[CH2:11], predict the reaction product. The product is: [CH2:11]([O:8][CH:5]([CH2:6][CH3:7])[CH2:4][CH3:3])[CH:10]=[CH2:9].